Dataset: Catalyst prediction with 721,799 reactions and 888 catalyst types from USPTO. Task: Predict which catalyst facilitates the given reaction. (1) Reactant: Br[C:2]1[CH:3]=[C:4]2[C:9](=[CH:10][CH:11]=1)[N:8]=[C:7]([N:12]([CH2:15][CH3:16])[CH2:13][CH3:14])[C:6]([O:17][C:18]1[CH:23]=[CH:22][CH:21]=[CH:20][CH:19]=1)=[C:5]2[Cl:24].C([Li])CCC.[Cl:30][C:31]1[CH:36]=[CH:35][C:34]([C:37]([C:39]2[N:43]([CH3:44])[CH:42]=[N:41][CH:40]=2)=[O:38])=[CH:33][CH:32]=1. Product: [Cl:24][C:5]1[C:4]2[C:9](=[CH:10][CH:11]=[C:2]([C:37]([C:34]3[CH:35]=[CH:36][C:31]([Cl:30])=[CH:32][CH:33]=3)([C:39]3[N:43]([CH3:44])[CH:42]=[N:41][CH:40]=3)[OH:38])[CH:3]=2)[N:8]=[C:7]([N:12]([CH2:15][CH3:16])[CH2:13][CH3:14])[C:6]=1[O:17][C:18]1[CH:23]=[CH:22][CH:21]=[CH:20][CH:19]=1. The catalyst class is: 7. (2) Reactant: C(N(CC)CC)C.[Cl:8][C:9]1[C:18]([N+:19]([O-:21])=[O:20])=[C:17](Cl)[C:16]2[C:11](=[CH:12][CH:13]=[CH:14][CH:15]=2)[N:10]=1.[NH2:23][CH2:24][CH2:25][CH2:26][CH2:27][OH:28]. Product: [Cl:8][C:9]1[C:18]([N+:19]([O-:21])=[O:20])=[C:17]([NH:23][CH2:24][CH2:25][CH2:26][CH2:27][OH:28])[C:16]2[C:11](=[CH:12][CH:13]=[CH:14][CH:15]=2)[N:10]=1. The catalyst class is: 3. (3) Reactant: [F:1][C:2]([F:18])([F:17])[C:3]1[CH:15]=[C:14]2[C:6]([C:7]3[CH:8]=[C:9]([NH2:16])[CH:10]=[CH:11][C:12]=3[NH:13]2)=[CH:5][CH:4]=1.C([N:27]=[C:28]=[S:29])(=O)C1C=CC=CC=1.C(NC(N)=S)C1C=CC=CC=1.[OH-].[Na+].Cl. Product: [F:18][C:2]([F:1])([F:17])[C:3]1[CH:15]=[C:14]2[C:6]([C:7]3[CH:8]=[C:9]([NH:16][C:28]([NH2:27])=[S:29])[CH:10]=[CH:11][C:12]=3[NH:13]2)=[CH:5][CH:4]=1. The catalyst class is: 95.